Task: Predict the product of the given reaction.. Dataset: Forward reaction prediction with 1.9M reactions from USPTO patents (1976-2016) (1) The product is: [Cl:1][C:2]1[CH:3]=[C:4]2[C:10]([C:11]3[CH:12]=[N:13][CH:14]=[CH:15][CH:16]=3)=[C:9]([C:25]3[NH:24][CH:28]=[CH:27][CH:26]=3)[NH:8][C:5]2=[N:6][CH:7]=1. Given the reactants [Cl:1][C:2]1[CH:3]=[C:4]2[C:10]([C:11]3[CH:12]=[N:13][CH:14]=[CH:15][CH:16]=3)=[C:9](I)[NH:8][C:5]2=[N:6][CH:7]=1.C(C([N:24]1[CH:28]=[CH:27][CH:26]=[C:25]1B(O)O)=O)(C)(C)C, predict the reaction product. (2) Given the reactants [Si:1]([O:18][C@@H:19]([CH2:22][CH2:23][CH2:24][OH:25])[CH2:20][OH:21])([C:14]([CH3:17])([CH3:16])[CH3:15])([C:8]1[CH:13]=[CH:12][CH:11]=[CH:10][CH:9]=1)[C:2]1[CH:7]=[CH:6][CH:5]=[CH:4][CH:3]=1.C=O.B(F)(F)F.[CH3:32]COCC, predict the reaction product. The product is: [Si:1]([O:18][C@H:19]1[CH2:22][CH2:23][CH2:24][O:25][CH2:32][O:21][CH2:20]1)([C:14]([CH3:17])([CH3:16])[CH3:15])([C:8]1[CH:13]=[CH:12][CH:11]=[CH:10][CH:9]=1)[C:2]1[CH:3]=[CH:4][CH:5]=[CH:6][CH:7]=1. (3) Given the reactants [CH2:1]([O:8][C:9]1[CH:14]=[CH:13][C:12]([C:15]2[O:16][C:17]3[CH:23]=[C:22]([OH:24])[CH:21]=[CH:20][C:18]=3[N:19]=2)=[CH:11][C:10]=1[F:25])[C:2]1[CH:7]=[CH:6][CH:5]=[CH:4][CH:3]=1.O[CH:27]([CH3:38])[C@@H:28]([NH:30][C:31](=[O:37])[O:32][C:33]([CH3:36])([CH3:35])[CH3:34])[CH3:29], predict the reaction product. The product is: [CH2:1]([O:8][C:9]1[CH:14]=[CH:13][C:12]([C:15]2[O:16][C:17]3[CH:23]=[C:22]([O:24][CH:27]([CH3:38])[C@@H:28]([NH:30][C:31](=[O:37])[O:32][C:33]([CH3:36])([CH3:35])[CH3:34])[CH3:29])[CH:21]=[CH:20][C:18]=3[N:19]=2)=[CH:11][C:10]=1[F:25])[C:2]1[CH:3]=[CH:4][CH:5]=[CH:6][CH:7]=1. (4) Given the reactants [Cl:1][C:2]1[CH:3]=[CH:4][C:5]([N+:9]([O-:11])=[O:10])=[C:6]([CH:8]=1)[NH2:7].[H-].[Na+].[O:14]1[C:18]2[CH:19]=[CH:20][CH:21]=[CH:22][C:17]=2[CH:16]=[C:15]1[S:23](Cl)(=[O:25])=[O:24], predict the reaction product. The product is: [Cl:1][C:2]1[CH:3]=[CH:4][C:5]([N+:9]([O-:11])=[O:10])=[C:6]([NH:7][S:23]([C:15]2[O:14][C:18]3[CH:19]=[CH:20][CH:21]=[CH:22][C:17]=3[CH:16]=2)(=[O:24])=[O:25])[CH:8]=1. (5) Given the reactants C[O-].[Na+].[Cl-:4].[NH2:5][C:6]([NH2:8])=[NH2+:7].[CH3:9][S:10]([C:13]1[C:22]([S:23]([CH3:26])(=[O:25])=[O:24])=[CH:21][C:16]([C:17](OC)=[O:18])=[C:15]([CH3:27])[CH:14]=1)(=[O:12])=[O:11].Cl, predict the reaction product. The product is: [Cl-:4].[CH3:9][S:10]([C:13]1[C:22]([S:23]([CH3:26])(=[O:25])=[O:24])=[CH:21][C:16]([C:17]([NH:7][C:6]([NH2:8])=[NH2+:5])=[O:18])=[C:15]([CH3:27])[CH:14]=1)(=[O:12])=[O:11]. (6) Given the reactants [CH3:1][C:2]1[CH:7]=[CH:6][C:5]([C:8]2[CH:13]=[C:12]([S:14]([CH3:17])(=[O:16])=[O:15])[CH:11]=[C:10]([C:18]([OH:20])=O)[CH:9]=2)=[CH:4][CH:3]=1.Cl.CN(C)CCCN=C=NCC.O.ON1C2C=CC=CC=2N=N1.[Si]([O:51][CH2:52][C@H:53]([C:55]1[CH:56]=[N:57][C:58]([CH3:61])=[N:59][CH:60]=1)[NH2:54])(C(C)(C)C)(C)C.C(N(CC)C(C)C)(C)C, predict the reaction product. The product is: [OH:51][CH2:52][C@@H:53]([NH:54][C:18]([C:10]1[CH:9]=[C:8]([C:5]2[CH:6]=[CH:7][C:2]([CH3:1])=[CH:3][CH:4]=2)[CH:13]=[C:12]([S:14]([CH3:17])(=[O:15])=[O:16])[CH:11]=1)=[O:20])[C:55]1[CH:56]=[N:57][C:58]([CH3:61])=[N:59][CH:60]=1.